Dataset: Forward reaction prediction with 1.9M reactions from USPTO patents (1976-2016). Task: Predict the product of the given reaction. Given the reactants C(O)(C(F)(F)F)=O.[O:8]1[CH2:12][CH2:11][CH:10]([N:13]2[CH:17]=[C:16]([C:18]3[CH:19]=[N:20][C:21]([NH2:24])=[N:22][CH:23]=3)[CH:15]=[N:14]2)[CH2:9]1.Cl[CH:26]([C:29]1([C:32]2[CH:33]=[C:34]3[C:39](=[CH:40][CH:41]=2)[N:38]=[CH:37][CH:36]=[CH:35]3)[CH2:31][CH2:30]1)[CH:27]=O, predict the reaction product. The product is: [O:8]1[CH2:12][CH2:11][CH:10]([N:13]2[CH:17]=[C:16]([C:18]3[CH:23]=[N:22][C:21]4[N:20]([C:26]([C:29]5([C:32]6[CH:33]=[C:34]7[C:39](=[CH:40][CH:41]=6)[N:38]=[CH:37][CH:36]=[CH:35]7)[CH2:31][CH2:30]5)=[CH:27][N:24]=4)[CH:19]=3)[CH:15]=[N:14]2)[CH2:9]1.